Task: Predict which catalyst facilitates the given reaction.. Dataset: Catalyst prediction with 721,799 reactions and 888 catalyst types from USPTO (1) Reactant: [Cl:1][C:2]1[CH:3]=[C:4]2[C:9](=[CH:10][C:11]=1[C:12]([N:14]1[CH2:18][CH2:17][CH2:16][CH2:15]1)=[O:13])[N:8]=[CH:7][N:6]=[C:5]2[NH:19][CH:20]([C:26]1[N:30](C(OC(C)(C)C)=O)[C:29]2[CH:38]=[CH:39][C:40]([Cl:42])=[CH:41][C:28]=2[N:27]=1)[CH2:21][CH2:22][C:23]([OH:25])=O.[O:43]1[C:47]2([CH2:52][CH2:51][NH:50][CH2:49][CH2:48]2)[CH2:46][NH:45][C:44]1=[O:53].CN(C(ON1N=NC2C=CC=CC1=2)=[N+](C)C)C.[B-](F)(F)(F)F.FC(F)(F)C(O)=O. Product: [Cl:1][C:2]1[CH:3]=[C:4]2[C:9](=[CH:10][C:11]=1[C:12]([N:14]1[CH2:18][CH2:17][CH2:16][CH2:15]1)=[O:13])[N:8]=[CH:7][N:6]=[C:5]2[NH:19][CH:20]([C:26]1[NH:30][C:29]2[CH:38]=[CH:39][C:40]([Cl:42])=[CH:41][C:28]=2[N:27]=1)[CH2:21][CH2:22][C:23]([N:50]1[CH2:49][CH2:48][C:47]2([O:43][C:44](=[O:53])[NH:45][CH2:46]2)[CH2:52][CH2:51]1)=[O:25]. The catalyst class is: 783. (2) Reactant: [I:1][C:2]1[CH:7]=[CH:6][CH:5]=[CH:4][C:3]=1[OH:8].[H-].[Na+].[CH3:11][C:12]([CH3:16])=[CH:13][CH2:14]Br. Product: [I:1][C:2]1[CH:7]=[CH:6][CH:5]=[CH:4][C:3]=1[O:8][CH2:14][CH:13]=[C:12]([CH3:16])[CH3:11]. The catalyst class is: 1. (3) Reactant: [OH:1][C:2]1[C:11]2[C:6](=[CH:7][CH:8]=[CH:9][CH:10]=2)[CH:5]=[C:4]([C:12]#[N:13])[CH:3]=1.Cl.[NH2:15][OH:16].C(=O)([O-])[O-].[K+].[K+].[C:23]([O:26][CH2:27][CH3:28])(=[O:25])[CH3:24]. Product: [CH2:27]([O:26][C:23]([C:24]1[O:16][N:15]=[C:12]([C:4]2[CH:3]=[C:2]([OH:1])[C:11]3[C:6](=[CH:7][CH:8]=[CH:9][CH:10]=3)[CH:5]=2)[N:13]=1)=[O:25])[CH3:28]. The catalyst class is: 371. (4) Reactant: [CH3:1][O:2][C:3]([C:5]1[CH:10]=[C:9]([NH2:11])[N:8]=[C:7]([C:12]2[CH:17]=[C:16]([F:18])[C:15]([Cl:19])=[CH:14][C:13]=2[F:20])[N:6]=1)=[O:4].[Cl:21]N1C(=O)CCC1=O. Product: [CH3:1][O:2][C:3]([C:5]1[C:10]([Cl:21])=[C:9]([NH2:11])[N:8]=[C:7]([C:12]2[CH:17]=[C:16]([F:18])[C:15]([Cl:19])=[CH:14][C:13]=2[F:20])[N:6]=1)=[O:4]. The catalyst class is: 10. (5) Reactant: [F:1][C:2]1[C:11]([CH:12]=C)=[C:10]([F:14])[CH:9]=[C:8]2[C:3]=1[CH:4]=[CH:5][CH:6]=[N:7]2.N1C(C)=CC=CC=1C.I([O-])(=O)(=O)=[O:24].[Na+]. The catalyst class is: 785. Product: [F:1][C:2]1[C:11]([CH:12]=[O:24])=[C:10]([F:14])[CH:9]=[C:8]2[C:3]=1[CH:4]=[CH:5][CH:6]=[N:7]2. (6) Reactant: [CH2:1]([C:8]1[C:16]2[C:15](=[O:17])[N:14](COCC[Si](C)(C)C)[N:13]=[CH:12][C:11]=2[N:10]([CH2:26][O:27][CH2:28][C:29]2[CH:34]=[CH:33][CH:32]=[CH:31][CH:30]=2)[C:9]=1[C:35]1[CH:40]=[CH:39][C:38]([O:41][CH:42]([F:44])[F:43])=[C:37]([O:45][CH:46]2[CH2:48][CH2:47]2)[CH:36]=1)[C:2]1[CH:7]=[CH:6][CH:5]=[CH:4][CH:3]=1.Cl. Product: [CH2:1]([C:8]1[C:16]2[C:15](=[O:17])[NH:14][N:13]=[CH:12][C:11]=2[N:10]([CH2:26][O:27][CH2:28][C:29]2[CH:30]=[CH:31][CH:32]=[CH:33][CH:34]=2)[C:9]=1[C:35]1[CH:40]=[CH:39][C:38]([O:41][CH:42]([F:44])[F:43])=[C:37]([O:45][CH:46]2[CH2:48][CH2:47]2)[CH:36]=1)[C:2]1[CH:7]=[CH:6][CH:5]=[CH:4][CH:3]=1. The catalyst class is: 12. (7) Reactant: [C:1]1([C:7]([C:15]2[CH:20]=[CH:19][CH:18]=[CH:17][CH:16]=2)=[N:8][C@H:9]([C:11]([O:13][CH3:14])=[O:12])[CH3:10])[CH:6]=[CH:5][CH:4]=[CH:3][CH:2]=1.C[Si]([N-][Si](C)(C)C)(C)C.[Na+].C1COCC1.Cl.[N:37]1[CH:42]=[CH:41][C:40]([CH2:43]Cl)=[CH:39][CH:38]=1. Product: [C:1]1([C:7](=[N:8][C:9]([CH3:10])([CH2:43][C:40]2[CH:41]=[CH:42][N:37]=[CH:38][CH:39]=2)[C:11]([O:13][CH3:14])=[O:12])[C:15]2[CH:16]=[CH:17][CH:18]=[CH:19][CH:20]=2)[CH:2]=[CH:3][CH:4]=[CH:5][CH:6]=1. The catalyst class is: 3.